This data is from Catalyst prediction with 721,799 reactions and 888 catalyst types from USPTO. The task is: Predict which catalyst facilitates the given reaction. (1) Reactant: [Cl:1][C:2]1[N:3]=[N:4][C:5]([S:8][CH3:9])=[CH:6][CH:7]=1.ClC1C=CC=C(C(OO)=[O:18])C=1.[OH2:21]. Product: [Cl:1][C:2]1[N:3]=[N:4][C:5]([S:8]([CH3:9])(=[O:18])=[O:21])=[CH:6][CH:7]=1. The catalyst class is: 2. (2) Reactant: [NH2:1][C:2]1[CH:3]=[C:4]([CH:23]=[CH:24][CH:25]=1)[O:5][C:6]1[C:7]2[C:14]([C:15]3[CH:16]=[N:17][CH:18]=[CH:19][CH:20]=3)=[CH:13][N:12]([CH2:21][OH:22])[C:8]=2[N:9]=[CH:10][N:11]=1.CCN(C(C)C)C(C)C.[C:35](Cl)(=[O:38])[CH:36]=[CH2:37]. Product: [OH:22][CH2:21][N:12]1[C:8]2[N:9]=[CH:10][N:11]=[C:6]([O:5][C:4]3[CH:3]=[C:2]([NH:1][C:35](=[O:38])[CH:36]=[CH2:37])[CH:25]=[CH:24][CH:23]=3)[C:7]=2[C:14]([C:15]2[CH:16]=[N:17][CH:18]=[CH:19][CH:20]=2)=[CH:13]1. The catalyst class is: 2. (3) Reactant: [N:1]1[CH:6]=[CH:5][CH:4]=[CH:3][C:2]=1[C:7]([NH:9][C:10]1[C:11]([C:15]([OH:17])=O)=[N:12][NH:13][CH:14]=1)=[O:8].[CH2:18]([NH2:25])[C:19]1[CH:24]=[CH:23][CH:22]=[CH:21][CH:20]=1.C1C=CC2N(O)N=NC=2C=1.CCN=C=NCCCN(C)C. Product: [CH2:18]([NH:25][C:15]([C:11]1[C:10]([NH:9][C:7]([C:2]2[CH:3]=[CH:4][CH:5]=[CH:6][N:1]=2)=[O:8])=[CH:14][NH:13][N:12]=1)=[O:17])[C:19]1[CH:24]=[CH:23][CH:22]=[CH:21][CH:20]=1. The catalyst class is: 18. (4) Reactant: [F:1][C:2]([F:15])([F:14])[C:3]1[CH:8]=[CH:7][CH:6]=[CH:5][C:4]=1[N:9]1[CH:13]=[CH:12][N:11]=[CH:10]1.[C-:16]#[N:17].[Na+]. Product: [F:15][C:2]([F:14])([F:1])[C:3]1[CH:8]=[CH:7][CH:6]=[CH:5][C:4]=1[N:9]1[CH:13]=[C:12]([C:16]#[N:17])[N:11]=[CH:10]1. The catalyst class is: 3. (5) Reactant: C([O:3][C:4](=[O:25])[C:5]1[CH:10]=[CH:9][C:8]([S:11][C:12]2[CH:17]=[CH:16][CH:15]=[CH:14][C:13]=2[C:18]([O:20]C)=[O:19])=[C:7]([N+:22]([O-:24])=[O:23])[CH:6]=1)C.[Li+].[OH-]. Product: [C:18]([C:13]1[CH:14]=[CH:15][CH:16]=[CH:17][C:12]=1[S:11][C:8]1[CH:9]=[CH:10][C:5]([C:4]([OH:25])=[O:3])=[CH:6][C:7]=1[N+:22]([O-:24])=[O:23])([OH:20])=[O:19]. The catalyst class is: 1.